From a dataset of Reaction yield outcomes from USPTO patents with 853,638 reactions. Predict the reaction yield, written as a fraction of the theoretical maximum amount of product (1.0 means a 100% yield; for example, 0.34 means a 34% yield). (1) The reactants are [NH2:1][C:2]1[C:3]([NH:12][C@@H:13]([CH3:20])[CH2:14][CH2:15][C:16]([O:18][CH3:19])=[O:17])=[N:4][C:5]([NH:8][CH:9]([CH3:11])[CH3:10])=[N:6][CH:7]=1.Cl.N[C@H](C)/C=C/C(OC)=O. No catalyst specified. The product is [NH2:1][C:2]1[C:3]([NH:12][C@H:13]([CH3:20])[CH2:14][CH2:15][C:16]([O:18][CH3:19])=[O:17])=[N:4][C:5]([NH:8][CH:9]([CH3:10])[CH3:11])=[N:6][CH:7]=1. The yield is 0.750. (2) The reactants are [NH2:1][C:2]1[CH:3]=[C:4]([CH:16]=[CH:17][CH:18]=1)[O:5][C:6]1[CH:11]=[CH:10][N:9]=[C:8]2[NH:12][C:13](=[O:15])[NH:14][C:7]=12.[C:19]([C:24]1[CH:25]=[C:26]([CH:30]=[CH:31][CH:32]=1)[C:27](O)=[O:28])([CH2:22][CH3:23])([CH3:21])[CH3:20]. No catalyst specified. The product is [O:15]=[C:13]1[NH:12][C:8]2=[N:9][CH:10]=[CH:11][C:6]([O:5][C:4]3[CH:3]=[C:2]([NH:1][C:27](=[O:28])[C:26]4[CH:30]=[CH:31][CH:32]=[C:24]([C:19]([CH2:22][CH3:23])([CH3:20])[CH3:21])[CH:25]=4)[CH:18]=[CH:17][CH:16]=3)=[C:7]2[NH:14]1. The yield is 0.310.